This data is from Peptide-MHC class II binding affinity with 134,281 pairs from IEDB. The task is: Regression. Given a peptide amino acid sequence and an MHC pseudo amino acid sequence, predict their binding affinity value. This is MHC class II binding data. (1) The peptide sequence is FKVAATAAATAPADDKFTVF. The MHC is HLA-DQA10501-DQB10201 with pseudo-sequence HLA-DQA10501-DQB10201. The binding affinity (normalized) is 0.427. (2) The peptide sequence is EHKYFAATQFEPLAA. The MHC is HLA-DPA10103-DPB10601 with pseudo-sequence HLA-DPA10103-DPB10601. The binding affinity (normalized) is 0.746. (3) The peptide sequence is ALKESWGAIWRID. The MHC is DRB1_1101 with pseudo-sequence DRB1_1101. The binding affinity (normalized) is 0.454. (4) The peptide sequence is QKFVDTILSENGVVA. The MHC is H-2-IAb with pseudo-sequence H-2-IAb. The binding affinity (normalized) is 0.106. (5) The peptide sequence is GLRTLWSPRERLVLT. The MHC is DRB5_0101 with pseudo-sequence DRB5_0101. The binding affinity (normalized) is 0.763. (6) The peptide sequence is GECQIVDKIDAAFKI. The MHC is DRB1_1302 with pseudo-sequence DRB1_1302. The binding affinity (normalized) is 0.469. (7) The MHC is HLA-DQA10102-DQB10602 with pseudo-sequence HLA-DQA10102-DQB10602. The binding affinity (normalized) is 0.352. The peptide sequence is DVFYNGAYFVSSGKY.